From a dataset of Catalyst prediction with 721,799 reactions and 888 catalyst types from USPTO. Predict which catalyst facilitates the given reaction. Reactant: [CH:1]1([C:8]2[CH:13]=[CH:12][CH:11]=[CH:10][C:9]=2[N:14]2[CH2:19][CH2:18][NH:17][CH2:16][CH2:15]2)[CH2:7][CH2:6][CH2:5][CH2:4][CH2:3][CH2:2]1.[CH:20](=O)[CH2:21][CH2:22][CH3:23].C(O[BH-](OC(=O)C)OC(=O)C)(=O)C.[Na+].C(O)(=O)C.C(=O)([O-])O.[Na+]. Product: [CH2:20]([N:17]1[CH2:16][CH2:15][N:14]([C:9]2[CH:10]=[CH:11][CH:12]=[CH:13][C:8]=2[CH:1]2[CH2:2][CH2:3][CH2:4][CH2:5][CH2:6][CH2:7]2)[CH2:19][CH2:18]1)[CH2:21][CH2:22][CH3:23]. The catalyst class is: 362.